This data is from Reaction yield outcomes from USPTO patents with 853,638 reactions. The task is: Predict the reaction yield, written as a fraction of the theoretical maximum amount of product (1.0 means a 100% yield; for example, 0.34 means a 34% yield). (1) The catalyst is C(O)(=O)C. The yield is 0.790. The product is [F:1][C:2]1[CH:7]=[CH:6][C:5]([C:8]2[C:16]3[C:11](=[CH:12][CH:13]=[CH:14][CH:15]=3)[N:10]([CH:17]([CH3:19])[CH3:18])[C:9]=2/[CH:22]=[CH:23]/[C:24]([O:26][CH3:27])=[O:25])=[CH:4][CH:3]=1. The reactants are [F:1][C:2]1[CH:7]=[CH:6][C:5]([C:8]2[C:16]3[C:11](=[CH:12][CH:13]=[CH:14][CH:15]=3)[N:10]([CH:17]([CH3:19])[CH3:18])[CH:9]=2)=[CH:4][CH:3]=1.CO/[CH:22]=[CH:23]/[C:24]([O:26][CH3:27])=[O:25].O.P(Cl)(Cl)(Cl)=O. (2) The reactants are [NH2:1][C:2]1[S:3][C:4]([C:7]([NH:9][C:10]2[C:15]([CH3:16])=[CH:14][CH:13]=[CH:12][C:11]=2[Cl:17])=[O:8])=[CH:5][N:6]=1.[Cl:18][C:19]1[CH:24]=[C:23](Cl)[N:22]=[C:21]([CH3:26])[N:20]=1.CC(C)([O-])C.[Na+].Cl. The catalyst is C1COCC1. The product is [Cl:18][C:19]1[N:20]=[C:21]([CH3:26])[N:22]=[C:23]([NH:1][C:2]2[S:3][C:4]([C:7]([NH:9][C:10]3[C:15]([CH3:16])=[CH:14][CH:13]=[CH:12][C:11]=3[Cl:17])=[O:8])=[CH:5][N:6]=2)[CH:24]=1. The yield is 0.864. (3) The reactants are [CH3:1][N:2](C(OC(C)(C)C)=O)[NH:3][C:4]([CH:6]1[CH2:12][CH2:11][CH:10]2[CH2:13][N:7]1[C:8](=[O:19])[N:9]2[O:14][S:15]([OH:18])(=[O:17])=[O:16])=[O:5].[Na].FC(F)(F)C(O)=O. No catalyst specified. The product is [CH3:1][NH:2][NH:3][C:4]([CH:6]1[CH2:12][CH2:11][CH:10]2[CH2:13][N:7]1[C:8](=[O:19])[N:9]2[O:14][S:15]([OH:18])(=[O:17])=[O:16])=[O:5]. The yield is 0.580. (4) The reactants are [CH3:1][CH:2]([C@@:4]12[C@@H:19](O)[C@:18]34[O:21][C@H:17]3[CH2:16][C@@H:15]3[C@:10]([CH3:26])([CH2:11][CH2:12][C:13]5[C:24](=[O:25])[O:23][CH2:22][C:14]=53)[C@:8]34[O:9][C@H:7]3[C@@H:5]1[O:6]2)[CH3:3].C(N(S(F)(F)[F:33])CC)C.C([O-])(O)=O.[Na+]. The catalyst is ClCCl. The product is [CH3:1][CH:2]([C@@:4]12[C@H:19]([F:33])[C@:18]34[O:21][C@H:17]3[CH2:16][C@@H:15]3[C@:10]([CH3:26])([CH2:11][CH2:12][C:13]5[C:24](=[O:25])[O:23][CH2:22][C:14]=53)[C@:8]34[O:9][C@H:7]3[C@@H:5]1[O:6]2)[CH3:3]. The yield is 1.00. (5) The reactants are [C:1]([Si:5](Cl)([C:12]1[CH:17]=[CH:16][CH:15]=[CH:14][CH:13]=1)[C:6]1[CH:11]=[CH:10][CH:9]=[CH:8][CH:7]=1)([CH3:4])([CH3:3])[CH3:2].[F:19][C:20]([F:36])([F:35])[C:21]([NH:23][C@H:24]1[C:33]2[C:28](=[CH:29][CH:30]=[CH:31][CH:32]=2)[C@H:27]([OH:34])[CH2:26][CH2:25]1)=[O:22].N1C=CN=C1. The catalyst is CN(C=O)C.CCOC(C)=O. The product is [Si:5]([O:34][C@H:27]1[C:28]2[C:33](=[CH:32][CH:31]=[CH:30][CH:29]=2)[C@H:24]([NH:23][C:21](=[O:22])[C:20]([F:35])([F:36])[F:19])[CH2:25][CH2:26]1)([C:1]([CH3:4])([CH3:3])[CH3:2])([C:12]1[CH:17]=[CH:16][CH:15]=[CH:14][CH:13]=1)[C:6]1[CH:11]=[CH:10][CH:9]=[CH:8][CH:7]=1. The yield is 0.950. (6) The reactants are [C:1]([N:4]1[CH2:9][CH2:8][C:7]2[N:10]([CH2:23][CH:24](O)[CH2:25][N:26]3[CH2:31][CH2:30][N:29]([C:32]4[CH:39]=[CH:38][CH:37]=[CH:36][C:33]=4[C:34]#[N:35])[CH2:28][CH2:27]3)[N:11]=[C:12]([C:13]3[CH:18]=[CH:17][C:16]([C:19]([F:22])([F:21])[F:20])=[CH:15][CH:14]=3)[C:6]=2[CH2:5]1)(=[O:3])[CH3:2].CCN(S(F)(F)[F:47])CC.CO.C(Cl)Cl. The catalyst is C(Cl)Cl. The product is [C:1]([N:4]1[CH2:9][CH2:8][C:7]2[N:10]([CH2:23][CH:24]([F:47])[CH2:25][N:26]3[CH2:31][CH2:30][N:29]([C:32]4[CH:39]=[CH:38][CH:37]=[CH:36][C:33]=4[C:34]#[N:35])[CH2:28][CH2:27]3)[N:11]=[C:12]([C:13]3[CH:18]=[CH:17][C:16]([C:19]([F:22])([F:21])[F:20])=[CH:15][CH:14]=3)[C:6]=2[CH2:5]1)(=[O:3])[CH3:2]. The yield is 0.500. (7) The reactants are [CH2:1]([P:5]([CH2:10][CH:11]([CH3:13])[CH3:12])[CH2:6][CH:7]([CH3:9])[CH3:8])[CH:2]([CH3:4])[CH3:3].[CH2:14]([O:18][P:19]([O:26][CH2:27][CH2:28][CH2:29][CH3:30])([O:21][CH2:22][CH2:23][CH2:24][CH3:25])=[O:20])[CH2:15][CH2:16][CH3:17]. No catalyst specified. The product is [CH2:22]([O:21][P:19]([O-:26])([O:18][CH2:14][CH2:15][CH2:16][CH3:17])=[O:20])[CH2:23][CH2:24][CH3:25].[CH2:10]([P+:5]([CH2:1][CH:2]([CH3:4])[CH3:3])([CH2:6][CH:7]([CH3:9])[CH3:8])[CH2:27][CH2:28][CH2:29][CH3:30])[CH:11]([CH3:13])[CH3:12]. The yield is 0.685. (8) The reactants are [N:1]1[CH:6]=[CH:5][C:4]([C:7]2[N:8]=[C:9]([CH2:12][NH2:13])[NH:10][CH:11]=2)=[CH:3][CH:2]=1.[S:14]1[CH:18]=[CH:17][CH:16]=[C:15]1[C:19](O)=[O:20].CCN(CC)CC.CN(C(ON1N=NC2C=CC=NC1=2)=[N+](C)C)C.F[P-](F)(F)(F)(F)F. No catalyst specified. The product is [N:1]1[CH:2]=[CH:3][C:4]([C:7]2[N:8]=[C:9]([CH2:12][NH:13][C:19]([C:15]3[S:14][CH:18]=[CH:17][CH:16]=3)=[O:20])[NH:10][CH:11]=2)=[CH:5][CH:6]=1. The yield is 0.490. (9) The product is [C:10]1([NH:9][C:5]2[N:6]=[CH:7][N:8]=[C:3]([NH:19][CH2:18][CH2:16][OH:17])[CH:4]=2)[CH:15]=[CH:14][CH:13]=[CH:12][CH:11]=1. The catalyst is CCCCO. The yield is 0.970. The reactants are Cl.Cl[C:3]1[N:8]=[CH:7][N:6]=[C:5]([NH:9][C:10]2[CH:15]=[CH:14][CH:13]=[CH:12][CH:11]=2)[CH:4]=1.[CH2:16]([CH2:18][NH2:19])[OH:17].CCN(C(C)C)C(C)C. (10) The reactants are Cl.[NH2:2][C:3]1([CH2:6][OH:7])[CH2:5][CH2:4]1.C([O-])([O-])=O.[K+].[K+].[Br:14][C:15]1[CH:16]=[C:17]([CH:22]=[CH:23][C:24]=1[CH2:25]Br)[C:18]([O:20][CH3:21])=[O:19]. The catalyst is CC#N. The product is [Br:14][C:15]1[CH:16]=[C:17]([CH:22]=[CH:23][C:24]=1[CH2:25][NH:2][C:3]1([CH2:6][OH:7])[CH2:5][CH2:4]1)[C:18]([O:20][CH3:21])=[O:19]. The yield is 0.460.